Dataset: Reaction yield outcomes from USPTO patents with 853,638 reactions. Task: Predict the reaction yield, written as a fraction of the theoretical maximum amount of product (1.0 means a 100% yield; for example, 0.34 means a 34% yield). (1) The reactants are [NH2:1][C:2]1[C:3]([C:9](=[O:11])[CH3:10])=[CH:4][C:5]([Cl:8])=[N:6][CH:7]=1.[N+:12]([C:15]1[CH:20]=[CH:19][C:18]([S:21](Cl)(=[O:23])=[O:22])=[CH:17][CH:16]=1)([O-:14])=[O:13]. The catalyst is N1C=CC=CC=1. The product is [C:9]([C:3]1[CH:4]=[C:5]([Cl:8])[N:6]=[CH:7][C:2]=1[N:1]([S:21]([C:18]1[CH:17]=[CH:16][C:15]([N+:12]([O-:14])=[O:13])=[CH:20][CH:19]=1)(=[O:22])=[O:23])[S:21]([C:18]1[CH:19]=[CH:20][C:15]([N+:12]([O-:14])=[O:13])=[CH:16][CH:17]=1)(=[O:23])=[O:22])(=[O:11])[CH3:10]. The yield is 0.880. (2) The reactants are [F:1][C:2]1[CH:7]=[CH:6][C:5]([N:8]2[CH:13]=[CH:12][C:11]([I:14])=[C:10]([C:15]([OH:17])=O)[C:9]2=[O:18])=[CH:4][CH:3]=1.C(Cl)(=O)C(Cl)=O.[NH2:25][C:26]1[CH:42]=[CH:41][C:29]([O:30][C:31]2[CH:36]=[CH:35][N:34]=[C:33]([C:37]([NH2:39])=[O:38])[C:32]=2[Cl:40])=[C:28]([F:43])[CH:27]=1.N1C=CC=CC=1. The catalyst is C(Cl)Cl.CN(C=O)C.C1COCC1. The product is [Cl:40][C:32]1[C:33]([C:37]([NH2:39])=[O:38])=[N:34][CH:35]=[CH:36][C:31]=1[O:30][C:29]1[CH:41]=[CH:42][C:26]([NH:25][C:15]([C:10]2[C:9](=[O:18])[N:8]([C:5]3[CH:4]=[CH:3][C:2]([F:1])=[CH:7][CH:6]=3)[CH:13]=[CH:12][C:11]=2[I:14])=[O:17])=[CH:27][C:28]=1[F:43]. The yield is 0.800. (3) The reactants are [CH2:1]([O:3][CH:4]([O:8][CH2:9][CH3:10])[C@@H:5]([NH2:7])[CH3:6])[CH3:2].[N:11]1[S:12][N:13]=[C:14]2[C:19]([CH:20]=O)=[CH:18][CH:17]=[CH:16][C:15]=12. No catalyst specified. The product is [N:11]1[S:12][N:13]=[C:14]2[C:19]([CH2:20][NH:7][C@@H:5]([CH3:6])[CH:4]([O:8][CH2:9][CH3:10])[O:3][CH2:1][CH3:2])=[CH:18][CH:17]=[CH:16][C:15]=12. The yield is 0.950. (4) The reactants are C1CO[C:8]2[CH:7]=[CH:6][C:5]([NH:11][C:12]3[C:17]([F:18])=[CH:16][N:15]=[C:14]([NH:19][C:20]4[CH:25]=[CH:24][CH:23]=[C:22](O)[CH:21]=4)[N:13]=3)=[CH:4][C:3]=2[O:2]1.ClC1N=C(NC2C=CC=C(O)C=2)C(F)=CN=1.[S:43]1[C:47]2C=CC=CC=2[C:45](CN)=[CH:44]1. No catalyst specified. The product is [S:43]1[C:44]2[CH:45]=[CH:21][CH:22]=[CH:23][C:24]=2[C:25]([CH2:20][NH:19][C:14]2[N:13]=[C:12]([NH:11][C:5]3[CH:6]=[CH:7][CH:8]=[C:3]([OH:2])[CH:4]=3)[C:17]([F:18])=[CH:16][N:15]=2)=[CH:47]1. The yield is 0.530. (5) The reactants are Br[C:2]1[CH:7]=[CH:6][C:5]([CH3:8])=[CH:4][CH:3]=1.[C:9]1([CH2:15][CH2:16][NH2:17])[CH2:14][CH2:13][CH2:12][CH2:11][CH:10]=1. No catalyst specified. The product is [CH3:8][C:5]1[CH:6]=[CH:7][C:2]([NH:17][CH2:16][CH2:15][C:9]2[CH2:14][CH2:13][CH2:12][CH2:11][CH:10]=2)=[CH:3][CH:4]=1. The yield is 0.920. (6) The reactants are Br[C:2]1[CH:6]=[C:5]([CH2:7][C:8]2[CH:13]=[CH:12][C:11]([CH2:14][CH3:15])=[CH:10][CH:9]=2)[S:4][C:3]=1[CH2:16][CH2:17][O:18][C:19]([C:32]1[CH:37]=[CH:36][CH:35]=[CH:34][CH:33]=1)([C:26]1[CH:31]=[CH:30][CH:29]=[CH:28][CH:27]=1)[C:20]1[CH:25]=[CH:24][CH:23]=[CH:22][CH:21]=1.C([Li])CCC.[CH2:43]([O:50][CH:51]1[CH:56]([O:57][CH2:58][C:59]2[CH:64]=[CH:63][CH:62]=[CH:61][CH:60]=2)[CH:55]([O:65][CH2:66][C:67]2[CH:72]=[CH:71][CH:70]=[CH:69][CH:68]=2)[CH:54]([CH2:73][O:74][CH2:75][C:76]2[CH:81]=[CH:80][CH:79]=[CH:78][CH:77]=2)[O:53][C:52]1=[O:82])[C:44]1[CH:49]=[CH:48][CH:47]=[CH:46][CH:45]=1.[Cl-].[NH4+]. The catalyst is C1COCC1.CCCCCC. The product is [CH2:43]([O:50][CH:51]1[CH:56]([O:57][CH2:58][C:59]2[CH:64]=[CH:63][CH:62]=[CH:61][CH:60]=2)[CH:55]([O:65][CH2:66][C:67]2[CH:68]=[CH:69][CH:70]=[CH:71][CH:72]=2)[CH:54]([CH2:73][O:74][CH2:75][C:76]2[CH:77]=[CH:78][CH:79]=[CH:80][CH:81]=2)[O:53][C:52]1([C:2]1[CH:6]=[C:5]([CH2:7][C:8]2[CH:13]=[CH:12][C:11]([CH2:14][CH3:15])=[CH:10][CH:9]=2)[S:4][C:3]=1[CH2:16][CH2:17][O:18][C:19]([C:32]1[CH:37]=[CH:36][CH:35]=[CH:34][CH:33]=1)([C:26]1[CH:31]=[CH:30][CH:29]=[CH:28][CH:27]=1)[C:20]1[CH:25]=[CH:24][CH:23]=[CH:22][CH:21]=1)[OH:82])[C:44]1[CH:49]=[CH:48][CH:47]=[CH:46][CH:45]=1. The yield is 0.650. (7) The reactants are [Cl:1][C:2]1[CH:3]=[CH:4][CH:5]=[C:6]([NH2:11])[C:7]=1[C:8]([OH:10])=O.[CH2:12]([O:14][CH:15]([O:20][CH2:21][CH3:22])[C:16](=[NH:19])OC)[CH3:13]. The catalyst is CCO. The product is [Cl:1][C:2]1[CH:3]=[CH:4][CH:5]=[C:6]2[C:7]=1[C:8](=[O:10])[NH:19][C:16]([CH:15]([O:20][CH2:21][CH3:22])[O:14][CH2:12][CH3:13])=[N:11]2. The yield is 0.600.